The task is: Predict the reactants needed to synthesize the given product.. This data is from Full USPTO retrosynthesis dataset with 1.9M reactions from patents (1976-2016). (1) The reactants are: C[O-].[Na+].[CH3:4][O:5][C:6]1[CH:7]=[C:8]2[C:12](=[CH:13][CH:14]=1)[NH:11][CH:10]=[C:9]2[CH2:15][C:16]#[N:17].[S:18]1[CH:22]=[CH:21][C:20]([CH:23]=O)=[CH:19]1. Given the product [CH3:4][O:5][C:6]1[CH:7]=[C:8]2[C:12](=[CH:13][CH:14]=1)[NH:11][CH:10]=[C:9]2/[C:15](=[CH:23]/[C:20]1[CH:21]=[CH:22][S:18][CH:19]=1)/[C:16]#[N:17], predict the reactants needed to synthesize it. (2) Given the product [NH3:7].[C:1]([O:5][C:6](=[O:22])[NH:7][CH2:8][CH2:9][C:10]1[CH:15]=[CH:14][C:13]([O:16][CH2:17][CH2:18][CH2:19]/[CH:20]=[CH:21]/[C:34]2[CH:35]=[CH:36][C:31]([O:30][CH2:23][C:24]3[CH:29]=[CH:28][CH:27]=[CH:26][CH:25]=3)=[C:32]([C@@H:38]([C:48]3[CH:53]=[CH:52][CH:51]=[CH:50][CH:49]=3)[CH2:39][CH2:40][N:41]([CH:42]([CH3:44])[CH3:43])[CH:45]([CH3:46])[CH3:47])[CH:33]=2)=[CH:12][CH:11]=1)([CH3:3])([CH3:2])[CH3:4], predict the reactants needed to synthesize it. The reactants are: [C:1]([O:5][C:6](=[O:22])[NH:7][CH2:8][CH2:9][C:10]1[CH:15]=[CH:14][C:13]([O:16][CH2:17][CH2:18][CH2:19][CH:20]=[CH2:21])=[CH:12][CH:11]=1)([CH3:4])([CH3:3])[CH3:2].[CH2:23]([O:30][C:31]1[CH:36]=[CH:35][C:34](Br)=[CH:33][C:32]=1[C@@H:38]([C:48]1[CH:53]=[CH:52][CH:51]=[CH:50][CH:49]=1)[CH2:39][CH2:40][N:41]([CH:45]([CH3:47])[CH3:46])[CH:42]([CH3:44])[CH3:43])[C:24]1[CH:29]=[CH:28][CH:27]=[CH:26][CH:25]=1.C1(C)C=CC=CC=1P(C1C=CC=CC=1C)C1C=CC=CC=1C.C(N(C(C)C)CC)(C)C. (3) Given the product [CH3:16][O:15][C:11]1[CH:12]=[N:13][CH:14]=[C:9]([C:8]#[C:7][C:5]2[N:6]=[C:2]([CH3:1])[S:3][CH:4]=2)[CH:10]=1, predict the reactants needed to synthesize it. The reactants are: [CH3:1][C:2]1[S:3][CH:4]=[C:5]([C:7]#[C:8][C:9]2[CH:10]=[C:11]([OH:15])[CH:12]=[N:13][CH:14]=2)[N:6]=1.[C:16](=O)([O-])[O-].[Cs+].[Cs+].CC#N.C(O)(C(F)(F)F)=O.